From a dataset of Forward reaction prediction with 1.9M reactions from USPTO patents (1976-2016). Predict the product of the given reaction. (1) The product is: [NH2:1][C:2]1[CH:11]=[C:10]2[C:5]([C:6]([NH:14][C:15]3[CH:20]=[C:19]([O:21][CH3:22])[C:18]([O:23][CH3:24])=[C:17]([O:25][CH3:26])[CH:16]=3)=[C:7]([C:12]#[N:13])[CH:8]=[N:9]2)=[CH:4][C:3]=1[NH:27][C:28](=[O:31])[CH2:29][CH2:30][N:63]1[CH2:68][CH2:67][O:66][CH2:65][CH2:64]1. Given the reactants [NH2:1][C:2]1[CH:11]=[C:10]2[C:5]([C:6]([NH:14][C:15]3[CH:20]=[C:19]([O:21][CH3:22])[C:18]([O:23][CH3:24])=[C:17]([O:25][CH3:26])[CH:16]=3)=[C:7]([C:12]#[N:13])[CH:8]=[N:9]2)=[CH:4][C:3]=1[NH:27][C:28](=[O:31])[CH:29]=[CH2:30].NC1C=C2C(=CC=1NC(=O)C=C)N=CC(C#N)=C2NC1C=C(OC)C(OC)=C(OC)C=1.[NH:63]1[CH2:68][CH2:67][O:66][CH2:65][CH2:64]1, predict the reaction product. (2) Given the reactants C[Si](C)(C)[N-][Si](C)(C)C.[Li+].[CH3:11][O:12][C:13]([CH:15]1[CH2:20][CH2:19][O:18][CH2:17][CH2:16]1)=[O:14].[Cl:21][CH2:22][CH2:23][CH2:24]I, predict the reaction product. The product is: [CH3:11][O:12][C:13]([C:15]1([CH2:24][CH2:23][CH2:22][Cl:21])[CH2:20][CH2:19][O:18][CH2:17][CH2:16]1)=[O:14].